Dataset: Catalyst prediction with 721,799 reactions and 888 catalyst types from USPTO. Task: Predict which catalyst facilitates the given reaction. (1) Reactant: Cl.[O:2]1[C@:14]2([CH3:20])[C@@:15]34[CH2:17][CH2:18][NH:19][C@@H:9]([C@:10]3([O:22][CH3:23])[CH2:11][CH2:12][C:13]2=[O:21])[CH2:8][C:7]2=[C:16]4[C:3]1=[C:4]([O:24][CH3:25])[CH:5]=[CH:6]2.C(=O)([O-])[O-].[K+].[K+].[C:32]1([CH2:38][CH2:39][Br:40])[CH:37]=[CH:36][CH:35]=[CH:34][CH:33]=1.CN(C)C=O. Product: [BrH:40].[O:2]1[C@:14]2([CH3:20])[C@@:15]34[CH2:17][CH2:18][N:19]([CH2:39][CH2:38][C:32]5[CH:37]=[CH:36][CH:35]=[CH:34][CH:33]=5)[C@@H:9]([C@:10]3([O:22][CH3:23])[CH2:11][CH2:12][C:13]2=[O:21])[CH2:8][C:7]2=[C:16]4[C:3]1=[C:4]([O:24][CH3:25])[CH:5]=[CH:6]2. The catalyst class is: 6. (2) Reactant: C1C=CC(P([N:15]=[N+:16]=[N-:17])(C2C=CC=CC=2)=O)=CC=1.C1CCN2C(=NCCC2)CC1.[CH2:29]([N:36]1[C:41](=[O:42])[CH:40]=[C:39]([CH:43](O)[CH3:44])[C:38]([C:46]2[CH:51]=[CH:50][CH:49]=[CH:48][CH:47]=2)=[N:37]1)[C:30]1[CH:35]=[CH:34][CH:33]=[CH:32][CH:31]=1. Product: [N:15]([CH:43]([C:39]1[C:38]([C:46]2[CH:51]=[CH:50][CH:49]=[CH:48][CH:47]=2)=[N:37][N:36]([CH2:29][C:30]2[CH:35]=[CH:34][CH:33]=[CH:32][CH:31]=2)[C:41](=[O:42])[CH:40]=1)[CH3:44])=[N+:16]=[N-:17]. The catalyst class is: 1. (3) Reactant: [CH3:1][O:2][C:3]1[CH:4]=[CH:5][C:6]([CH3:10])=[C:7]([CH:9]=1)N.Cl.N([O-])=O.[Na+].[H+].[B-](F)(F)(F)[F:18]. Product: [F:18][C:7]1[CH:9]=[C:3]([O:2][CH3:1])[CH:4]=[CH:5][C:6]=1[CH3:10]. The catalyst class is: 6. (4) Reactant: [CH3:1][O:2][C:3]1[C:4]([N+:20]([O-:22])=[O:21])=[CH:5][C:6]([CH3:19])=[C:7]([N:9]2[CH2:18][CH2:17][C:12]3(OCCO3)[CH2:11][CH2:10]2)[CH:8]=1.O.C1(C)C=CC(S(O)(=O)=O)=CC=1.C(=O)([O-])[O-].[K+].[K+].COC1C([N+]([O-])=O)=CC(C)=C(N2CCC(=O)CC2)C=1.Cl.[F:61][C@@H:62]1[CH2:66][CH2:65][NH:64][CH2:63]1.C(O[BH-](OC(=O)C)OC(=O)C)(=O)C.[Na+]. Product: [F:61][C@@H:62]1[CH2:66][CH2:65][N:64]([CH:12]2[CH2:11][CH2:10][N:9]([C:7]3[CH:8]=[C:3]([O:2][CH3:1])[C:4]([N+:20]([O-:22])=[O:21])=[CH:5][C:6]=3[CH3:19])[CH2:18][CH2:17]2)[CH2:63]1. The catalyst class is: 192. (5) Reactant: [F:1][C:2]1[CH:9]=[CH:8][C:7]([CH2:10][CH2:11][C:12]2([OH:32])[CH2:17][CH2:16][N:15]([C:18](=[O:31])[CH2:19][C:20]3[CH:25]=[CH:24][C:23]([N:26]4[CH:30]=[N:29][N:28]=[N:27]4)=[CH:22][CH:21]=3)[CH2:14][CH2:13]2)=[CH:6][C:3]=1[C:4]#[N:5].[C:33](OC(=O)C)(=[O:35])[CH3:34]. Product: [C:33]([O:32][C:12]1([CH2:11][CH2:10][C:7]2[CH:8]=[CH:9][C:2]([F:1])=[C:3]([C:4]#[N:5])[CH:6]=2)[CH2:17][CH2:16][N:15]([C:18](=[O:31])[CH2:19][C:20]2[CH:25]=[CH:24][C:23]([N:26]3[CH:30]=[N:29][N:28]=[N:27]3)=[CH:22][CH:21]=2)[CH2:14][CH2:13]1)(=[O:35])[CH3:34]. The catalyst class is: 172. (6) Reactant: [Cl:1][C:2]1[CH:35]=[CH:34][CH:33]=[CH:32][C:3]=1[C:4]([C:6]1[C:7]([OH:31])=[N:8][N:9]([C:22]2[C:27]([Cl:28])=[CH:26][C:25]([Cl:29])=[CH:24][C:23]=2[Cl:30])[C:10]=1[N:11]1[C:15](=[O:16])[C:14]2=[CH:17][CH:18]=[CH:19][CH:20]=[C:13]2[C:12]1=[O:21])=[O:5].[H-].[Na+].S(OCC)(O[CH2:42][CH3:43])(=O)=O.O. Product: [Cl:1][C:2]1[CH:35]=[CH:34][CH:33]=[CH:32][C:3]=1[C:4]([C:6]1[C:7]([O:31][CH2:42][CH3:43])=[N:8][N:9]([C:22]2[C:23]([Cl:30])=[CH:24][C:25]([Cl:29])=[CH:26][C:27]=2[Cl:28])[C:10]=1[N:11]1[C:12](=[O:21])[C:13]2=[CH:20][CH:19]=[CH:18][CH:17]=[C:14]2[C:15]1=[O:16])=[O:5]. The catalyst class is: 16.